Dataset: Full USPTO retrosynthesis dataset with 1.9M reactions from patents (1976-2016). Task: Predict the reactants needed to synthesize the given product. (1) The reactants are: [CH3:1][O:2][C:3]1[N:8]=[C:7]([C:9]([OH:11])=O)[CH:6]=[CH:5][C:4]=1[N+:12]([O-:14])=[O:13].Cl.CN.C(=O)(O)[O-].[Na+].[CH3:23][N:24](C(ON1N=NC2C=CC=NC1=2)=[N+](C)C)C.F[P-](F)(F)(F)(F)F. Given the product [CH3:1][O:2][C:3]1[N:8]=[C:7]([C:9]([NH:24][CH3:23])=[O:11])[CH:6]=[CH:5][C:4]=1[N+:12]([O-:14])=[O:13], predict the reactants needed to synthesize it. (2) Given the product [NH2:22][C:5]1[CH:4]=[CH:3][C:2]([F:1])=[CH:7][C:6]=1[C:8]1[N:9]=[C:10]([CH2:13][NH:14][C:15](=[O:21])[O:16][C:17]([CH3:19])([CH3:18])[CH3:20])[S:11][CH:12]=1, predict the reactants needed to synthesize it. The reactants are: [F:1][C:2]1[CH:3]=[CH:4][C:5]([N+:22]([O-])=O)=[C:6]([C:8]2[N:9]=[C:10]([CH2:13][NH:14][C:15](=[O:21])[O:16][C:17]([CH3:20])([CH3:19])[CH3:18])[S:11][CH:12]=2)[CH:7]=1. (3) The reactants are: [Cl:1][C:2]1[S:6][C:5]([C:7]2[N:11]([CH2:12][C:13]3[CH:18]=[CH:17][CH:16]=[CH:15][C:14]=3[F:19])[C:10](=[O:20])[N:9]([CH2:21][C:22]([OH:24])=O)[N:8]=2)=[CH:4][CH:3]=1.[F:25][C:26]([F:38])([F:37])[C:27]1[CH:28]=[C:29]([C:33]([NH2:36])([CH3:35])[CH3:34])[CH:30]=[CH:31][CH:32]=1.C1C=CC2N(O)N=NC=2C=1.C(Cl)CCl. Given the product [Cl:1][C:2]1[S:6][C:5]([C:7]2[N:11]([CH2:12][C:13]3[CH:18]=[CH:17][CH:16]=[CH:15][C:14]=3[F:19])[C:10](=[O:20])[N:9]([CH2:21][C:22]([NH:36][C:33]([CH3:35])([C:29]3[CH:30]=[CH:31][CH:32]=[C:27]([C:26]([F:25])([F:37])[F:38])[CH:28]=3)[CH3:34])=[O:24])[N:8]=2)=[CH:4][CH:3]=1, predict the reactants needed to synthesize it. (4) Given the product [C:1]([N:4]1[C:12]2[C:7](=[CH:8][CH:9]=[C:10]([NH:13][C:28]([CH:25]3[CH2:24][CH2:23][N:22]([C:18]4[CH:19]=[CH:20][CH:21]=[C:16]([C:15]([F:32])([F:14])[F:31])[CH:17]=4)[CH2:27][CH2:26]3)=[O:29])[CH:11]=2)[CH2:6][CH2:5]1)(=[O:3])[CH3:2], predict the reactants needed to synthesize it. The reactants are: [C:1]([N:4]1[C:12]2[C:7](=[CH:8][CH:9]=[C:10]([NH2:13])[CH:11]=2)[CH2:6][CH2:5]1)(=[O:3])[CH3:2].[F:14][C:15]([F:32])([F:31])[C:16]1[CH:17]=[C:18]([N:22]2[CH2:27][CH2:26][CH:25]([C:28](O)=[O:29])[CH2:24][CH2:23]2)[CH:19]=[CH:20][CH:21]=1. (5) Given the product [Cl:1][C:2]1[CH:7]=[C:6]([Cl:8])[CH:5]=[CH:4][C:3]=1[C:9]1[N:14]2[CH:15]=[C:16]([CH:18]=[O:19])[N:17]=[C:13]2[N:12]=[C:11]([CH3:20])[C:10]=1[C:21]([O:23][C:24]([CH3:27])([CH3:26])[CH3:25])=[O:22], predict the reactants needed to synthesize it. The reactants are: [Cl:1][C:2]1[CH:7]=[C:6]([Cl:8])[CH:5]=[CH:4][C:3]=1[C:9]1[N:14]2[CH:15]=[C:16]([CH2:18][OH:19])[N:17]=[C:13]2[N:12]=[C:11]([CH3:20])[C:10]=1[C:21]([O:23][C:24]([CH3:27])([CH3:26])[CH3:25])=[O:22].CC(OI1(OC(C)=O)(OC(C)=O)OC(=O)C2C=CC=CC1=2)=O. (6) Given the product [OH:4][C@@H:5]1[C@H:9]([OH:10])[C@@H:8]([CH2:14][OH:15])[O:7][C@H:6]1[N:19]1[CH:27]=[N:26][C:25]2[C:20]1=[N:21][C:22]([C:43]([O:45][CH2:46][CH3:47])=[O:44])=[N:23][C:24]=2[NH:28][CH2:29][CH:30]([C:31]1[CH:36]=[CH:35][CH:34]=[CH:33][CH:32]=1)[C:37]1[CH:42]=[CH:41][CH:40]=[CH:39][CH:38]=1, predict the reactants needed to synthesize it. The reactants are: C([O:4][C@@H:5]1[C@H:9]([O:10]C(=O)C)[C@@H:8]([CH2:14][O:15]C(=O)C)[O:7][C@H:6]1[N:19]1[CH:27]=[N:26][C:25]2[C:20]1=[N:21][C:22]([C:43]([O:45][CH2:46][CH3:47])=[O:44])=[N:23][C:24]=2[NH:28][CH2:29][CH:30]([C:37]1[CH:42]=[CH:41][CH:40]=[CH:39][CH:38]=1)[C:31]1[CH:36]=[CH:35][CH:34]=[CH:33][CH:32]=1)(=O)C.[O-]CC.[Na+].C(O)(=O)C.